This data is from Experimentally validated miRNA-target interactions with 360,000+ pairs, plus equal number of negative samples. The task is: Binary Classification. Given a miRNA mature sequence and a target amino acid sequence, predict their likelihood of interaction. (1) The miRNA is hsa-miR-3944-5p with sequence UGUGCAGCAGGCCAACCGAGA. The protein sequence of the target gene is METEQPEETFPNTETNGEFGKRPAEDMEEEQAFKRSRNTDEMVELRILLQSKNAGAVIGKGGKNIKALRTDYNASVSVPDSSGPERILSISADIETIGEILKKIIPTLEEGLQLPSPTATSQLPLESDAVECLNYQHYKGSDFDCELRLLIHQSLAGGIIGVKGAKIKELRENTQTTIKLFQECCPHSTDRVVLIGGKPDRVVECIKIILDLISESPIKGRAQPYDPNFYDETYDYGGFTMMFDDRRGRPVGFPMRGRGGFDRMPPGRGGRPMPPSRRDYDDMSPRRGPPPPPPGRGGRG.... Result: 0 (no interaction). (2) The miRNA is rno-miR-1-3p with sequence UGGAAUGUAAAGAAGUGUGUAU. The protein sequence of the target gene is MGDWSALGKLLDKVQAYSTAGGKVWLSVLFIFRILLLGTAVESAWGDEQSAFRCNTQQPGCENVCYDKSFPISHVRFWVLQIIFVSVPTLLYLAHVFYVMRKEEKLNKKEEELKVAQTDGVNVEMHLKQIEIKKFKYGIEEHGKVKMRGGLLRTYIISILFKSVFEVAFLLIQWYIYGFSLSAVYTCKRDPCPHQVDCFLSRPTEKTIFIIFMLVVSLVSLALNIIELFYVFFKGVKDRVKGRSDPYHATTGPLSPSKDCGSPKYAYFNGCSSPTAPLSPMSPPGYKLVTGDRNNSSCRN.... Result: 1 (interaction). (3) The miRNA is hsa-miR-3157-5p with sequence UUCAGCCAGGCUAGUGCAGUCU. The protein sequence of the target gene is MWRVLFLLSGLGGLRMDSNFDSLPVQITVPEKIRSIIKEGIESQASYKIVIEGKPYTVNLMQKNFLPHNFRVYSYSGTGIMKPLDQDFQNFCHYQGYIEGYPKSVVMVSTCTGLRGVLQFENVSYGIEPLESSVGFEHVIYQVKHKKADVSLYNEKDIESRDLSFKLQSVEPQQDFAKYIEMHVIVEKQLYNHMGSDTTVVAQKVFQLIGLTNAIFVSFNITIILSSLELWIDENKIATTGEANELLHTFLRWKTSYLVLRPHDVAFLLVYREKSNYVGATFQGKMCDANYAGGVVLHPR.... Result: 0 (no interaction). (4) The miRNA is hsa-miR-4490 with sequence UCUGGUAAGAGAUUUGGGCAUA. The protein sequence of the target gene is MTVHNLYLFDRNGVCLHYSEWHRKKQAGIPKEEEYKLMYGMLFSIRSFVSKMSPLDMKDGFLAFQTSRYKLHYYETPTGIKVVMNTDLGVGPIRDVLHHIYSALYVELVVKNPLCPLGQTVQSELFRSRLDSYVRSLPFFSARAG. Result: 0 (no interaction). (5) The miRNA is hsa-miR-6816-5p with sequence UGGGGCGGGGCAGGUCCCUGC. The protein sequence of the target gene is MSHAAEPARDAVEASAEGPRAVFLLLEERRPAESAQLLSLNSLLPESGIVADIELENILDPDSFYELKSQPLFLRSSLPISLQATPTTPATLSASSSAGGSRTPAMSSSSSRVLLRQQLMRAQAQEQERRERREQAAAAPFPSPAPASPAISVIGVSAGGHTLSRPPPAQVPREVLKVQTHLENPTRYHLQQARRQQVKQYLSTTLGPKLASQALTPPPGPSSAQPLPAPETAHATGPTGSAPNSPMALLTIGSSSEKEIDDVIDEIISLESSYNDEMLSYLPGGTAGLQLPSTLPVSGN.... Result: 0 (no interaction). (6) The miRNA is mmu-miR-758-3p with sequence UUUGUGACCUGGUCCACUA. The protein sequence of the target gene is MKSLLNAFTKKEVPFREAPAYSNRRRRPPNTLAAPRVLLRSNSDNNLNAGAPEWAVCSAATSHRSLSPQLLQQTPSKPDGATKSLGSYTPGPRSRSPSLNRLGGTAEDGKRTQPHWHVGSPFTPGANKDSLSTFEYPGPRRKLYSAVPGRLFVAVKPYQPQVDGEIPLHRGDRVKVLSIGEGGFWEGSARGHIGWFPAECVEEVQCKPRDSQAETRADRSKKLFRHYTVGSYDSFDAASDCIIEDKTVVLQKKDNEGFGFVLRGAKADTPIEEFTPTPAFPALQYLESVDEGGVAWQAGL.... Result: 1 (interaction). (7) The miRNA is hsa-miR-3136-5p with sequence CUGACUGAAUAGGUAGGGUCAUU. The protein sequence of the target gene is MCDKEFMWALKNGDLDEVKDYVAKGEDVNRTLEGGRKPLHYAADCGQLEILEFLLLKGADINAPDKHHITPLLSAVYEGHVSCVKLLLSKGADKTVKGPDGLTAFEATDNQAIKALLQ. Result: 1 (interaction). (8) The miRNA is hsa-miR-647 with sequence GUGGCUGCACUCACUUCCUUC. The protein sequence of the target gene is MRKQGVSSKRLQSSGRSQSKGRRGASLAREPEVEEEMEKSALGGGKLPRGSWRSSPGRIQSLKERKGLELEVVAKTFLLGPFQFVRNSLAQLREKVQELQARRFSSRTTLGIAVFVAILHWLHLVTLFENDRHFSHLSSLEREMTFRTEMGLYYSYFKTIIEAPSFLEGLWMIMNDRLTEYPLIINAIKRFHLYPEVIIASWYCTFMGIMNLFGLETKTCWNVTRIEPLNEVQSCEGLGDPACFYVGVIFILNGLMMGLFFMYGAYLSGTQLGGLITVLCFFFNHGEATRVMWTPPLRES.... Result: 0 (no interaction). (9) The miRNA is hsa-miR-7844-5p with sequence AAAACUAGGACUGUGUGGUGUA. The protein sequence of the target gene is MEGVLYKWTNYLSGWQPRWFLLCGGILSYYDSPEDAWKGCKGSIQMAVCEIQVHSVDNTRMDLIIPGEQYFYLKARSVAERQRWLVALGSAKACLTDSRTQKEKEFAENTENLKTKMSELRLYCDLLVQQVDKTKEVATAGVTDSEEGIDVGTLLKSTCNTFLKTLEECMQIANAAFTSELLYHTPPGSPQLAVLKSSKMKHPIIPIHNSLERSMELNSCENGSLSIEVNGDEEILMKTKSSLYLKSTEVDCSISSEENTDDNVTVQGEIMKEDGEENLESHDKDPAQPGSDSVCSPESP.... Result: 0 (no interaction).